Dataset: Caco-2 cell permeability data measuring drug intestinal absorption for ~900 compounds. Task: Regression/Classification. Given a drug SMILES string, predict its absorption, distribution, metabolism, or excretion properties. Task type varies by dataset: regression for continuous measurements (e.g., permeability, clearance, half-life) or binary classification for categorical outcomes (e.g., BBB penetration, CYP inhibition). For this dataset (caco2_wang), we predict Y. (1) The drug is Nc1c(CC(=O)[O-])cccc1C(=O)c1ccccc1.O.[Na+]. The Y is -4.52 log Papp (cm/s). (2) The Y is -4.93 log Papp (cm/s). The compound is CN1[C@H]2CC(OC(=O)[C@H](CO)c3ccccc3)C[C@@H]1[C@H]1O[C@@H]21.